Dataset: Forward reaction prediction with 1.9M reactions from USPTO patents (1976-2016). Task: Predict the product of the given reaction. (1) The product is: [CH3:16][O:12][C:11](=[O:13])[C:10](=[O:14])[C:9]([CH3:15])=[CH:8][C:5]1[CH:4]=[CH:3][C:2]([Cl:1])=[CH:7][CH:6]=1. Given the reactants [Cl:1][C:2]1[CH:7]=[CH:6][C:5]([CH:8]=[C:9]([CH3:15])[C:10](=[O:14])[C:11]([OH:13])=[O:12])=[CH:4][CH:3]=1.[CH3:16]CO.C[Si](C=[N+]=[N-])(C)C, predict the reaction product. (2) Given the reactants [CH3:1][O:2][C:3]1[C:4]([O:24][CH3:25])=[CH:5][C:6]2[N:12]([CH3:13])[CH2:11][CH2:10][N:9]=[C:8]([C:14]3[CH:15]=[C:16]([CH:20]=[CH:21][CH:22]=3)[C:17]([OH:19])=O)[C:7]=2[CH:23]=1.[CH:26]([NH2:29])([CH3:28])[CH3:27].CN1CC[O:34]CC1.F[P-](F)(F)(F)(F)F.N1(O[P+](N(C)C)(N(C)C)N(C)C)C2C=CC=CC=2N=N1, predict the reaction product. The product is: [CH3:1][O:2][C:3]1[C:4]([O:24][CH3:25])=[CH:5][C:6]2[N:12]([CH3:13])[C:11](=[O:34])[CH2:10][N:9]=[C:8]([C:14]3[CH:15]=[C:16]([CH:20]=[CH:21][CH:22]=3)[C:17]([NH:29][CH:26]([CH3:28])[CH3:27])=[O:19])[C:7]=2[CH:23]=1. (3) Given the reactants CC(OI1(OC(C)=O)(OC(C)=O)OC(=O)C2C=CC=CC1=2)=O.FC(F)(F)C([O-])=O.[F:30][C:31]1[C:36]([F:37])=[CH:35][CH:34]=[CH:33][C:32]=1[C@H:38]1[CH2:44][NH:43][C:42](=[N:45][CH2:46][CH:47](O)[CH:48]([CH3:50])[CH3:49])[C@H:41]([NH:52][C:53]([N:55]2[CH2:60][CH2:59][CH:58]([N:61]3[C:69]4[C:64](=[N:65][CH:66]=[CH:67][CH:68]=4)[NH:63][C:62]3=[O:70])[CH2:57][CH2:56]2)=[O:54])[CH2:40][CH2:39]1.C(O)(=O)C.S([O-])([O-])=O.[Na+].[Na+], predict the reaction product. The product is: [F:30][C:31]1[C:36]([F:37])=[CH:35][CH:34]=[CH:33][C:32]=1[C@H:38]1[CH2:44][N:43]2[C:47]([CH:48]([CH3:50])[CH3:49])=[CH:46][N:45]=[C:42]2[C@H:41]([NH:52][C:53]([N:55]2[CH2:60][CH2:59][CH:58]([N:61]3[C:69]4[C:64](=[N:65][CH:66]=[CH:67][CH:68]=4)[NH:63][C:62]3=[O:70])[CH2:57][CH2:56]2)=[O:54])[CH2:40][CH2:39]1. (4) Given the reactants [F:1][C:2]1[C:3]([C:16]2[C:24]3[C:19](=[CH:20][CH:21]=[CH:22][CH:23]=3)[N:18]([S:25]([C:28]3[CH:33]=[CH:32][CH:31]=[CH:30][CH:29]=3)(=[O:27])=[O:26])[CH:17]=2)=[N:4][C:5]([NH:8][C@@H:9]2[CH2:14][CH2:13][CH2:12][C@H:11]([NH2:15])[CH2:10]2)=[N:6][CH:7]=1.Cl.[C:35]([O:39][C:40]([NH:42][C:43]1[CH:51]=[CH:50][C:46]([C:47](O)=[O:48])=[CH:45][CH:44]=1)=[O:41])([CH3:38])([CH3:37])[CH3:36].CCN(C(C)C)C(C)C.CN(C(ON1N=NC2C=CC=CC1=2)=[N+](C)C)C.F[P-](F)(F)(F)(F)F, predict the reaction product. The product is: [F:1][C:2]1[C:3]([C:16]2[C:24]3[C:19](=[CH:20][CH:21]=[CH:22][CH:23]=3)[N:18]([S:25]([C:28]3[CH:33]=[CH:32][CH:31]=[CH:30][CH:29]=3)(=[O:27])=[O:26])[CH:17]=2)=[N:4][C:5]([NH:8][C@@H:9]2[CH2:14][CH2:13][CH2:12][C@H:11]([NH:15][C:47]([C:46]3[CH:45]=[CH:44][C:43]([NH:42][C:40](=[O:41])[O:39][C:35]([CH3:37])([CH3:36])[CH3:38])=[CH:51][CH:50]=3)=[O:48])[CH2:10]2)=[N:6][CH:7]=1.